The task is: Predict the reactants needed to synthesize the given product.. This data is from Full USPTO retrosynthesis dataset with 1.9M reactions from patents (1976-2016). Given the product [C:1]([OH:6])(=[O:5])[C:2]([CH3:4])=[CH2:3].[C:7]([O:12][CH2:13][CH:14]=[CH2:15])(=[O:11])[C:8]([CH3:10])=[CH2:9].[C:16]([O:21][CH2:22][C:23]1[CH:24]=[CH:25][CH:26]=[CH:27][CH:28]=1)(=[O:20])[C:17]([CH3:19])=[CH2:18], predict the reactants needed to synthesize it. The reactants are: [C:1]([OH:6])(=[O:5])[C:2]([CH3:4])=[CH2:3].[C:7]([O:12][CH2:13][CH:14]=[CH2:15])(=[O:11])[C:8]([CH3:10])=[CH2:9].[C:16]([O:21][CH2:22][C:23]1[CH:28]=[CH:27][CH:26]=[CH:25][CH:24]=1)(=[O:20])[C:17]([CH3:19])=[CH2:18].N(C(C)(CC(C)C)C#N)=NC(C)(CC(C)C)C#N.